From a dataset of Full USPTO retrosynthesis dataset with 1.9M reactions from patents (1976-2016). Predict the reactants needed to synthesize the given product. (1) Given the product [C:1]1([C:7]([C:17]2[CH:22]=[CH:21][C:20]([CH:23]=[CH:24][C:25]([NH:39][S:36]([C:32]3[CH:33]=[CH:34][CH:35]=[C:30]([O:29][CH3:28])[CH:31]=3)(=[O:38])=[O:37])=[O:26])=[CH:19][CH:18]=2)=[C:8]([C:11]2[CH:16]=[CH:15][CH:14]=[CH:13][CH:12]=2)[CH2:9][CH3:10])[CH:2]=[CH:3][CH:4]=[CH:5][CH:6]=1, predict the reactants needed to synthesize it. The reactants are: [C:1]1(/[C:7](/[C:17]2[CH:22]=[CH:21][C:20]([CH:23]=[CH:24][C:25](O)=[O:26])=[CH:19][CH:18]=2)=[C:8](/[C:11]2[CH:16]=[CH:15][CH:14]=[CH:13][CH:12]=2)\[CH2:9][CH3:10])[CH:6]=[CH:5][CH:4]=[CH:3][CH:2]=1.[CH3:28][O:29][C:30]1[CH:31]=[C:32]([S:36]([NH2:39])(=[O:38])=[O:37])[CH:33]=[CH:34][CH:35]=1. (2) Given the product [Cl:1][C:2]1[CH:7]=[CH:6][C:5]([N+:8]([O-:10])=[O:9])=[C:4]([N:12]2[CH2:17][CH2:16][CH2:15][CH2:14][CH2:13]2)[CH:3]=1, predict the reactants needed to synthesize it. The reactants are: [Cl:1][C:2]1[CH:7]=[CH:6][C:5]([N+:8]([O-:10])=[O:9])=[C:4](F)[CH:3]=1.[NH:12]1[CH2:17][CH2:16][CH2:15][CH2:14][CH2:13]1.O. (3) Given the product [Br:12][C:11]1[C:10]2[C:5](=[CH:6][CH:7]=[CH:8][CH:9]=2)[CH:4]=[N:3][C:2]=1[CH3:1], predict the reactants needed to synthesize it. The reactants are: [CH3:1][C:2]1[N:3]=[CH:4][C:5]2[C:10]([CH:11]=1)=[CH:9][CH:8]=[CH:7][CH:6]=2.[Br:12]Br. (4) Given the product [F:38][C:35]1[CH:36]=[CH:37][C:32]([C@@H:30]([NH:29][C:27]2[C:26]([CH3:39])=[CH:25][N:24]=[C:23]([NH:22][C:16]3[C:17]([O:20][CH3:21])=[N:18][CH:19]=[C:14]([C:12]4[CH:11]=[N:10][NH:9][CH:13]=4)[CH:15]=3)[N:28]=2)[CH3:31])=[N:33][CH:34]=1, predict the reactants needed to synthesize it. The reactants are: Cl.C([N:9]1[CH:13]=[C:12]([C:14]2[CH:15]=[C:16]([NH:22][C:23]3[N:28]=[C:27]([NH:29][C@H:30]([C:32]4[CH:37]=[CH:36][C:35]([F:38])=[CH:34][N:33]=4)[CH3:31])[C:26]([CH3:39])=[CH:25][N:24]=3)[C:17]([O:20][CH3:21])=[N:18][CH:19]=2)[CH:11]=[N:10]1)C1C=CC=CC=1.